From a dataset of Forward reaction prediction with 1.9M reactions from USPTO patents (1976-2016). Predict the product of the given reaction. Given the reactants B(Br)(Br)Br.C[O:6][C:7]1[CH:8]=[CH:9][C:10]2[CH:19]3[CH:15]([N:16]([C:20]([O:22][C:23]([CH3:26])([CH3:25])[CH3:24])=[O:21])[CH2:17][CH2:18]3)[CH2:14][O:13][C:11]=2[CH:12]=1.[OH-].[Na+].C(OC(OC(C)(C)C)=O)(OC(C)(C)C)=O, predict the reaction product. The product is: [OH:6][C:7]1[CH:8]=[CH:9][C:10]2[CH:19]3[CH:15]([N:16]([C:20]([O:22][C:23]([CH3:26])([CH3:25])[CH3:24])=[O:21])[CH2:17][CH2:18]3)[CH2:14][O:13][C:11]=2[CH:12]=1.